From a dataset of Catalyst prediction with 721,799 reactions and 888 catalyst types from USPTO. Predict which catalyst facilitates the given reaction. (1) Reactant: Cl[C:2]1[C:3]([C:16]2[CH:21]=[CH:20][CH:19]=[CH:18][CH:17]=2)=[N:4][C:5]2[C:10]([N:11]=1)=[CH:9][C:8]([C:12]([O:14][CH3:15])=[O:13])=[CH:7][CH:6]=2.[F:22][C:23]([F:34])([F:33])[C:24]1[CH:29]=[CH:28][C:27](B(O)O)=[CH:26][CH:25]=1.[O-]P([O-])([O-])=O.[K+].[K+].[K+]. Product: [C:16]1([C:3]2[C:2]([C:27]3[CH:28]=[CH:29][C:24]([C:23]([F:34])([F:33])[F:22])=[CH:25][CH:26]=3)=[N:11][C:10]3[C:5](=[CH:6][CH:7]=[C:8]([C:12]([O:14][CH3:15])=[O:13])[CH:9]=3)[N:4]=2)[CH:21]=[CH:20][CH:19]=[CH:18][CH:17]=1. The catalyst class is: 109. (2) Reactant: [F:1][C:2]1[CH:56]=[CH:55][CH:54]=[C:53]([F:57])[C:3]=1[CH2:4][O:5][C:6]([C:15]1[CH:20]=[CH:19][C:18]([C@:21]2([S:43]([C:46]3[CH:51]=[CH:50][C:49]([F:52])=[CH:48][CH:47]=3)(=[O:45])=[O:44])[CH2:25][CH2:24][N:23]([C:26]([C:28]3([CH2:41][OH:42])[CH2:33][CH2:32][N:31](C(OC(C)(C)C)=O)[CH2:30][CH2:29]3)=[O:27])[CH2:22]2)=[CH:17][CH:16]=1)([C:11]([F:14])([F:13])[F:12])[C:7]([F:10])([F:9])[F:8].[ClH:58]. The catalyst class is: 346. Product: [ClH:58].[F:57][C:53]1[CH:54]=[CH:55][CH:56]=[C:2]([F:1])[C:3]=1[CH2:4][O:5][C:6]([C:15]1[CH:20]=[CH:19][C:18]([C@:21]2([S:43]([C:46]3[CH:47]=[CH:48][C:49]([F:52])=[CH:50][CH:51]=3)(=[O:45])=[O:44])[CH2:25][CH2:24][N:23]([C:26]([C:28]3([CH2:41][OH:42])[CH2:29][CH2:30][NH:31][CH2:32][CH2:33]3)=[O:27])[CH2:22]2)=[CH:17][CH:16]=1)([C:7]([F:9])([F:8])[F:10])[C:11]([F:14])([F:13])[F:12]. (3) Reactant: C(OC([N:8]1[C:12]([NH2:13])=[C:11]([F:14])[C:10]([C:15]2[CH:16]=[N:17][C:18]([O:21][CH3:22])=[CH:19][CH:20]=2)=[N:9]1)=O)(C)(C)C.[ClH:23].C(OCC)C. Product: [ClH:23].[F:14][C:11]1[C:10]([C:15]2[CH:16]=[N:17][C:18]([O:21][CH3:22])=[CH:19][CH:20]=2)=[N:9][NH:8][C:12]=1[NH2:13]. The catalyst class is: 4. (4) Reactant: [CH2:1]([C@H:3]1[CH2:12][C@@H:11]([NH:13][C:14](=[O:23])[O:15][CH2:16][C:17]2[CH:22]=[CH:21][CH:20]=[CH:19][CH:18]=2)[C:10]2[C:5](=[CH:6][CH:7]=[C:8]([C:24]([F:27])([F:26])[F:25])[CH:9]=2)[NH:4]1)[CH3:2].N1C=CC=CC=1.Cl[C:35]([O:37][CH2:38][CH3:39])=[O:36].[OH-].[K+]. Product: [CH2:38]([O:37][C:35]([N:4]1[C:5]2[C:10](=[CH:9][C:8]([C:24]([F:27])([F:25])[F:26])=[CH:7][CH:6]=2)[C@H:11]([NH:13][C:14]([O:15][CH2:16][C:17]2[CH:18]=[CH:19][CH:20]=[CH:21][CH:22]=2)=[O:23])[CH2:12][C@@H:3]1[CH2:1][CH3:2])=[O:36])[CH3:39]. The catalyst class is: 4. (5) Reactant: [CH3:1][C:2]1[CH:11]=[C:10]2[C:5]([CH:6]=[CH:7][CH:8]=[N:9]2)=[CH:4][CH:3]=1.C1C(=O)N([Br:19])C(=O)C1.CC(N=NC(C#N)(C)C)(C#N)C. Product: [Br:19][CH2:1][C:2]1[CH:11]=[C:10]2[C:5]([CH:6]=[CH:7][CH:8]=[N:9]2)=[CH:4][CH:3]=1. The catalyst class is: 53. (6) Reactant: ICC.[N+:4](CS(C1C=CC(C)=CC=1)(=O)=O)#[C-].[CH3:17][C:18]([CH3:21])([O-])[CH3:19].[K+].[N+:23]([CH:25](S(C1C=CC(C)=CC=1)(=O)=O)[CH2:26][CH3:27])#[C-].C(#N)C=C. Product: [CH2:26]([C:25]1[NH:23][CH:19]=[C:18]([C:21]#[N:4])[CH:17]=1)[CH3:27]. The catalyst class is: 20. (7) Reactant: [OH-].[Na+].C[O:4][C:5](=[O:27])[CH2:6][C:7]1[C:15]2[C:10](=[N:11][CH:12]=[CH:13][CH:14]=2)[N:9]([CH2:16][C:17]2[CH:22]=[CH:21][C:20]([N+:23]([O-:25])=[O:24])=[CH:19][CH:18]=2)[C:8]=1[CH3:26]. Product: [CH3:26][C:8]1[N:9]([CH2:16][C:17]2[CH:18]=[CH:19][C:20]([N+:23]([O-:25])=[O:24])=[CH:21][CH:22]=2)[C:10]2=[N:11][CH:12]=[CH:13][CH:14]=[C:15]2[C:7]=1[CH2:6][C:5]([OH:27])=[O:4]. The catalyst class is: 36. (8) Reactant: [CH3:1][S:2](Cl)(=[O:4])=[O:3].Cl.Cl.[NH:8]1[CH2:13][CH2:12][CH:11]([CH2:14][CH2:15][NH:16][C:17]2[N:18]([CH2:31][CH2:32][CH3:33])[N:19]=[C:20]3[C:29]=2[C:28]2[CH:27]=[CH:26][CH:25]=[CH:24][C:23]=2[N:22]=[C:21]3[NH2:30])[CH2:10][CH2:9]1.C(N(CC)CC)C. Product: [CH3:1][S:2]([N:8]1[CH2:9][CH2:10][CH:11]([CH2:14][CH2:15][NH:16][C:17]2[N:18]([CH2:31][CH2:32][CH3:33])[N:19]=[C:20]3[C:29]=2[C:28]2[CH:27]=[CH:26][CH:25]=[CH:24][C:23]=2[N:22]=[C:21]3[NH2:30])[CH2:12][CH2:13]1)(=[O:4])=[O:3]. The catalyst class is: 4. (9) Reactant: [OH:1][CH2:2][C@@H:3]1[C@@H:8]([OH:9])[C@H:7]([OH:10])[C@H:6]([OH:11])[C@@H:5]([O:12][CH3:13])[O:4]1.[H-].[Na+].[CH2:16](Br)[C:17]1[CH:22]=[CH:21][CH:20]=[CH:19][CH:18]=1. Product: [CH2:16]([O:9][C@H:8]1[C@H:7]([O:10][CH2:16][C:17]2[CH:22]=[CH:21][CH:20]=[CH:19][CH:18]=2)[C@H:6]([O:11][CH2:16][C:17]2[CH:22]=[CH:21][CH:20]=[CH:19][CH:18]=2)[C@@H:5]([O:12][CH3:13])[O:4][C@@H:3]1[CH2:2][O:1][CH2:16][C:17]1[CH:22]=[CH:21][CH:20]=[CH:19][CH:18]=1)[C:17]1[CH:22]=[CH:21][CH:20]=[CH:19][CH:18]=1. The catalyst class is: 3.